This data is from NCI-60 drug combinations with 297,098 pairs across 59 cell lines. The task is: Regression. Given two drug SMILES strings and cell line genomic features, predict the synergy score measuring deviation from expected non-interaction effect. (1) Drug 1: C1=CC=C(C=C1)NC(=O)CCCCCCC(=O)NO. Drug 2: CN(CC1=CN=C2C(=N1)C(=NC(=N2)N)N)C3=CC=C(C=C3)C(=O)NC(CCC(=O)O)C(=O)O. Cell line: NCI-H226. Synergy scores: CSS=26.2, Synergy_ZIP=-1.48, Synergy_Bliss=-1.89, Synergy_Loewe=-47.7, Synergy_HSA=-3.53. (2) Drug 1: CCN(CC)CCNC(=O)C1=C(NC(=C1C)C=C2C3=C(C=CC(=C3)F)NC2=O)C. Drug 2: C1=NC2=C(N1)C(=S)N=CN2. Cell line: CCRF-CEM. Synergy scores: CSS=53.5, Synergy_ZIP=0.743, Synergy_Bliss=1.55, Synergy_Loewe=-1.53, Synergy_HSA=4.46. (3) Drug 1: CS(=O)(=O)C1=CC(=C(C=C1)C(=O)NC2=CC(=C(C=C2)Cl)C3=CC=CC=N3)Cl. Drug 2: CS(=O)(=O)OCCCCOS(=O)(=O)C. Cell line: SNB-19. Synergy scores: CSS=10.1, Synergy_ZIP=-1.83, Synergy_Bliss=1.29, Synergy_Loewe=-1.10, Synergy_HSA=0.827. (4) Drug 1: CN1CCC(CC1)COC2=C(C=C3C(=C2)N=CN=C3NC4=C(C=C(C=C4)Br)F)OC. Drug 2: C1=CC(=CC=C1CCC2=CNC3=C2C(=O)NC(=N3)N)C(=O)NC(CCC(=O)O)C(=O)O. Cell line: MCF7. Synergy scores: CSS=39.3, Synergy_ZIP=-0.272, Synergy_Bliss=0.952, Synergy_Loewe=-4.98, Synergy_HSA=3.67. (5) Drug 1: CC1C(C(CC(O1)OC2CC(CC3=C2C(=C4C(=C3O)C(=O)C5=C(C4=O)C(=CC=C5)OC)O)(C(=O)C)O)N)O.Cl. Drug 2: C1=CN(C(=O)N=C1N)C2C(C(C(O2)CO)O)O.Cl. Cell line: BT-549. Synergy scores: CSS=34.1, Synergy_ZIP=-8.42, Synergy_Bliss=-3.28, Synergy_Loewe=-3.97, Synergy_HSA=-0.935. (6) Drug 1: CN(C)C1=NC(=NC(=N1)N(C)C)N(C)C. Drug 2: C1=NC2=C(N=C(N=C2N1C3C(C(C(O3)CO)O)F)Cl)N. Cell line: M14. Synergy scores: CSS=3.98, Synergy_ZIP=0.261, Synergy_Bliss=-1.95, Synergy_Loewe=-54.4, Synergy_HSA=-4.37.